Task: Regression. Given two drug SMILES strings and cell line genomic features, predict the synergy score measuring deviation from expected non-interaction effect.. Dataset: NCI-60 drug combinations with 297,098 pairs across 59 cell lines Drug 1: CC1=C(C(=CC=C1)Cl)NC(=O)C2=CN=C(S2)NC3=CC(=NC(=N3)C)N4CCN(CC4)CCO. Drug 2: CN(CC1=CN=C2C(=N1)C(=NC(=N2)N)N)C3=CC=C(C=C3)C(=O)NC(CCC(=O)O)C(=O)O. Cell line: LOX IMVI. Synergy scores: CSS=39.5, Synergy_ZIP=0.565, Synergy_Bliss=-2.90, Synergy_Loewe=-19.8, Synergy_HSA=-4.40.